From a dataset of Reaction yield outcomes from USPTO patents with 853,638 reactions. Predict the reaction yield, written as a fraction of the theoretical maximum amount of product (1.0 means a 100% yield; for example, 0.34 means a 34% yield). The yield is 0.0400. The reactants are [NH2:1][CH2:2][CH2:3][CH2:4][S:5]([OH:8])(=[O:7])=[O:6].C(=O)(O)[O-].[Na+].[Cl:14][C:15]1[CH:16]=[C:17]2[C:22](=[C:23]([Cl:25])[CH:24]=1)[CH2:21][N:20]([CH3:26])[CH2:19][CH:18]2[C:27]1[CH:28]=[C:29]([S:33](Cl)(=[O:35])=[O:34])[CH:30]=[CH:31][CH:32]=1.Cl. The product is [Cl:14][C:15]1[CH:16]=[C:17]2[C:22](=[C:23]([Cl:25])[CH:24]=1)[CH2:21][N:20]([CH3:26])[CH2:19][CH:18]2[C:27]1[CH:28]=[C:29]([S:33]([NH:1][CH2:2][CH2:3][CH2:4][S:5]([OH:8])(=[O:7])=[O:6])(=[O:35])=[O:34])[CH:30]=[CH:31][CH:32]=1. The catalyst is O1CCCC1.O.